From a dataset of Full USPTO retrosynthesis dataset with 1.9M reactions from patents (1976-2016). Predict the reactants needed to synthesize the given product. (1) Given the product [NH2:11][C:8]1[CH:9]=[CH:10][C:5]([O:4][CH:1]([CH3:3])[CH3:2])=[C:6]([N:14]2[C:18](=[O:19])[N:17]([CH3:20])[N:16]=[N:15]2)[CH:7]=1, predict the reactants needed to synthesize it. The reactants are: [CH:1]([O:4][C:5]1[CH:10]=[CH:9][C:8]([N+:11]([O-])=O)=[CH:7][C:6]=1[N:14]1[C:18](=[O:19])[N:17]([CH3:20])[N:16]=[N:15]1)([CH3:3])[CH3:2]. (2) The reactants are: [CH3:1][O:2][C:3]1[CH:20]=[C:19]([O:21][CH3:22])[CH:18]=[CH:17][C:4]=1[C:5]([C:7]1[CH:12]=[CH:11][C:10]([O:13][CH2:14][CH2:15][OH:16])=[CH:9][CH:8]=1)=[O:6].[C:23](O[C:23](=[O:27])[C:24]([CH3:26])=[CH2:25])(=[O:27])[C:24]([CH3:26])=[CH2:25].C(N(CC)CC)C.O. Given the product [CH3:1][O:2][C:3]1[CH:20]=[C:19]([O:21][CH3:22])[CH:18]=[CH:17][C:4]=1[C:5]([C:7]1[CH:12]=[CH:11][C:10]([O:13][CH2:14][CH2:15][O:16][C:23](=[O:27])[C:24]([CH3:26])=[CH2:25])=[CH:9][CH:8]=1)=[O:6], predict the reactants needed to synthesize it. (3) Given the product [Br:1][C:2]1[CH:7]=[CH:6][C:5]([CH2:8][C:9]([NH:16][C:15]2[CH:17]=[C:18]([F:21])[CH:19]=[CH:20][C:14]=2[F:13])=[O:11])=[C:4]([F:12])[CH:3]=1, predict the reactants needed to synthesize it. The reactants are: [Br:1][C:2]1[CH:7]=[CH:6][C:5]([CH2:8][C:9]([OH:11])=O)=[C:4]([F:12])[CH:3]=1.[F:13][C:14]1[CH:20]=[CH:19][C:18]([F:21])=[CH:17][C:15]=1[NH2:16].CCN(CC)CC.CN(C(ON1N=NC2C=CC=NC1=2)=[N+](C)C)C.F[P-](F)(F)(F)(F)F. (4) Given the product [NH2:31][C:32]1[C:33]([C:39]([C:41]2[CH:42]=[N:43][CH:44]=[CH:45][CH:46]=2)=[O:40])=[N:34][C:35]([C:52]2[CH:51]=[C:50]3[C:55](=[CH:54][CH:53]=2)[NH:56][CH:48]=[CH:49]3)=[CH:36][N:37]=1, predict the reactants needed to synthesize it. The reactants are: C1(P(C2C=CC=CC=2)CCCCP(C2C=CC=CC=2)C2C=CC=CC=2)C=CC=CC=1.[NH2:31][C:32]1[C:33]([C:39]([C:41]2[CH:42]=[N:43][CH:44]=[CH:45][CH:46]=2)=[O:40])=[N:34][C:35](Br)=[CH:36][N:37]=1.B(O)(O)[C:48]1[NH:56][C:55]2[C:50](=[CH:51][CH:52]=[CH:53][CH:54]=2)[CH:49]=1.C([O-])([O-])=O.[Na+].[Na+]. (5) Given the product [CH2:11]([O:18][C:19]([NH:21][C:22]1[CH:23]=[CH:24][C:25]([C:36]2[CH:40]=[CH:39][O:38][C:37]=2[C:41]([OH:48])=[O:42])=[C:26]([OH:35])[C:27]=1[C:28]([O:30][C:31]([CH3:34])([CH3:33])[CH3:32])=[O:29])=[O:20])[C:12]1[CH:13]=[CH:14][CH:15]=[CH:16][CH:17]=1, predict the reactants needed to synthesize it. The reactants are: Cl([O-])=O.[Na+].OP([O-])(O)=O.[Na+].[CH2:11]([O:18][C:19]([NH:21][C:22]1[C:27]([C:28]([O:30][C:31]([CH3:34])([CH3:33])[CH3:32])=[O:29])=[C:26]([OH:35])[C:25]([C:36]2[CH:40]=[CH:39][O:38][C:37]=2[CH:41]=[O:42])=[CH:24][CH:23]=1)=[O:20])[C:12]1[CH:17]=[CH:16][CH:15]=[CH:14][CH:13]=1.CC(=CC)C.[OH-:48].[Na+]. (6) The reactants are: [CH:1]([C:4]1[CH:9]=[C:8]([O:10][CH3:11])[C:7]([O:12][CH3:13])=[CH:6][C:5]=1[NH2:14])([CH3:3])[CH3:2].[C:15](Cl)(Cl)=[O:16]. Given the product [N:14]([C:5]1[CH:6]=[C:7]([O:12][CH3:13])[C:8]([O:10][CH3:11])=[CH:9][C:4]=1[CH:1]([CH3:3])[CH3:2])=[C:15]=[O:16], predict the reactants needed to synthesize it. (7) The reactants are: [N+:1]([C:4]1[CH:13]=[CH:12][C:11]([N:14]2[C:18]([CH3:19])=[CH:17][C:16]([CH3:20])=[N:15]2)=[CH:10][C:5]=1[C:6]([O:8][CH3:9])=[O:7])([O-])=O. Given the product [NH2:1][C:4]1[CH:13]=[CH:12][C:11]([N:14]2[C:18]([CH3:19])=[CH:17][C:16]([CH3:20])=[N:15]2)=[CH:10][C:5]=1[C:6]([O:8][CH3:9])=[O:7], predict the reactants needed to synthesize it. (8) Given the product [CH2:39]([O:46][C:20](=[O:29])[NH:17][C:2]1([CH3:12])[CH2:3][CH2:4][C:5]2([O:6][CH2:7][CH2:8][O:9]2)[CH2:10][CH2:11]1)[C:40]1[CH:45]=[CH:44][CH:43]=[CH:42][CH:41]=1, predict the reactants needed to synthesize it. The reactants are: C[C:2]1([C:12](O)=O)[CH2:11][CH2:10][C:5]2([O:9][CH2:8][CH2:7][O:6]2)[CH2:4][CH2:3]1.C([N:17]([CH2:20]C)CC)C.C1(P(N=[N+]=[N-])(C2C=CC=CC=2)=[O:29])C=CC=CC=1.[CH2:39]([OH:46])[C:40]1[CH:45]=[CH:44][CH:43]=[CH:42][CH:41]=1.